Dataset: Catalyst prediction with 721,799 reactions and 888 catalyst types from USPTO. Task: Predict which catalyst facilitates the given reaction. (1) Reactant: Cl[CH2:2][CH2:3][CH:4]1[S:8][C:7]([C:9]2[NH:10][C:11]3[C:16]([CH:17]=2)=[CH:15][CH:14]=[CH:13][C:12]=3[N:18]([CH3:27])[S:19]([C:22]2[S:23][CH:24]=[CH:25][CH:26]=2)(=[O:21])=[O:20])=[N:6][CH2:5]1.C(=O)([O-])[O-].[K+].[K+].[SH:34][CH2:35][C:36]([O:38][CH2:39][CH3:40])=[O:37]. Product: [CH2:39]([O:38][C:36](=[O:37])[CH2:35][S:34][CH2:2][CH2:3][CH:4]1[S:8][C:7]([C:9]2[NH:10][C:11]3[C:16]([CH:17]=2)=[CH:15][CH:14]=[CH:13][C:12]=3[N:18]([CH3:27])[S:19]([C:22]2[S:23][CH:24]=[CH:25][CH:26]=2)(=[O:21])=[O:20])=[N:6][CH2:5]1)[CH3:40]. The catalyst class is: 42. (2) Reactant: [C:1]([CH2:3][C:4]1([N:18]2[CH:22]=[C:21]([C:23]3[C:24]4[CH:31]=[CH:30][N:29]([CH2:32][O:33][CH2:34][CH2:35][Si:36]([CH3:39])([CH3:38])[CH3:37])[C:25]=4[N:26]=[CH:27][N:28]=3)[CH:20]=[N:19]2)[CH2:7][N:6]([C:8]2[CH:16]=[CH:15][C:11]([C:12](O)=[O:13])=[C:10]([F:17])[CH:9]=2)[CH2:5]1)#[N:2].[CH:40]1([C@@H:46]([NH2:48])[CH3:47])[CH2:45][CH2:44][CH2:43][CH2:42][CH2:41]1. Product: [C:1]([CH2:3][C:4]1([N:18]2[CH:22]=[C:21]([C:23]3[C:24]4[CH:31]=[CH:30][N:29]([CH2:32][O:33][CH2:34][CH2:35][Si:36]([CH3:39])([CH3:38])[CH3:37])[C:25]=4[N:26]=[CH:27][N:28]=3)[CH:20]=[N:19]2)[CH2:5][N:6]([C:8]2[CH:16]=[CH:15][C:11]([C:12]([NH:48][C@H:46]([CH:40]3[CH2:45][CH2:44][CH2:43][CH2:42][CH2:41]3)[CH3:47])=[O:13])=[C:10]([F:17])[CH:9]=2)[CH2:7]1)#[N:2]. The catalyst class is: 26. (3) Reactant: [CH2:1]([C:3]1[CH:4]=[C:5]2[C:9](=[CH:10][C:11]=1[CH2:12][CH3:13])[CH2:8][CH:7]([NH:14][CH2:15][C@@H:16]([C:18]1[CH:27]=[CH:26][C:25]([OH:28])=[C:24]3[C:19]=1[CH:20]=[CH:21][C:22](=[O:29])[NH:23]3)[OH:17])[CH2:6]2)[CH3:2].[ClH:30]. Product: [ClH:30].[CH2:12]([C:11]1[CH:10]=[C:9]2[C:5](=[CH:4][C:3]=1[CH2:1][CH3:2])[CH2:6][CH:7]([NH:14][CH2:15][C@@H:16]([C:18]1[CH:27]=[CH:26][C:25]([OH:28])=[C:24]3[C:19]=1[CH:20]=[CH:21][C:22](=[O:29])[NH:23]3)[OH:17])[CH2:8]2)[CH3:13]. The catalyst class is: 5. (4) Reactant: [CH3:1][C:2]([Si:5]([CH3:23])([CH3:22])[O:6][CH:7]1[CH2:21][CH2:20][C:10]2([CH2:14][NH:13][CH:12]([C:15]([O:17][CH2:18][CH3:19])=[O:16])[CH2:11]2)[CH2:9][CH2:8]1)([CH3:4])[CH3:3].C(N(CC)CC)C.[CH:31]1[CH:36]=[CH:35][C:34]([CH2:37][O:38][C:39](Cl)=[O:40])=[CH:33][CH:32]=1. Product: [CH3:1][C:2]([Si:5]([CH3:23])([CH3:22])[O:6][CH:7]1[CH2:21][CH2:20][C:10]2([CH2:14][N:13]([C:39]([O:38][CH2:37][C:34]3[CH:35]=[CH:36][CH:31]=[CH:32][CH:33]=3)=[O:40])[CH:12]([C:15]([O:17][CH2:18][CH3:19])=[O:16])[CH2:11]2)[CH2:9][CH2:8]1)([CH3:3])[CH3:4]. The catalyst class is: 2.